This data is from CYP2C9 inhibition data for predicting drug metabolism from PubChem BioAssay. The task is: Regression/Classification. Given a drug SMILES string, predict its absorption, distribution, metabolism, or excretion properties. Task type varies by dataset: regression for continuous measurements (e.g., permeability, clearance, half-life) or binary classification for categorical outcomes (e.g., BBB penetration, CYP inhibition). Dataset: cyp2c9_veith. (1) The molecule is Cc1noc(C)c1C(=O)N1CCC2(CC1)CN(Cc1cc(C(F)(F)F)cc(C(F)(F)F)c1)C2. The result is 0 (non-inhibitor). (2) The molecule is COc1ccc(C(=O)N2CCC3(CC2)CN(C(=O)Nc2ccccc2)C3)cc1. The result is 0 (non-inhibitor). (3) The drug is O=C(O)C1C2C=CC3(CN(Cc4ccccn4)C(=O)C13)O2. The result is 0 (non-inhibitor). (4) The compound is CCOC(=O)Cn1c(-c2ccccc2)nc2ccccc2c1=O. The result is 1 (inhibitor). (5) The drug is Br.C/C(=N/NC1=NCCN1)c1cn(C2=NCCN2)nc1C. The result is 0 (non-inhibitor). (6) The molecule is COC(=O)C1=C(C)NC(C)=C([N+](=O)[O-])[C@@H]1c1ccccc1C(F)(F)F. The result is 1 (inhibitor). (7) The molecule is COC(=O)C(Cc1ccc(OC(=O)c2ccc(C(F)(F)F)cc2)cc1)N1Cc2ccccc2C1=O. The result is 1 (inhibitor). (8) The drug is CSc1cccc(NC(=O)OC2CCCCCCCCCCC2)c1. The result is 0 (non-inhibitor). (9) The compound is COC(=O)c1ccccc1NC(=O)c1ccc(F)cc1. The result is 0 (non-inhibitor).